From a dataset of Reaction yield outcomes from USPTO patents with 853,638 reactions. Predict the reaction yield, written as a fraction of the theoretical maximum amount of product (1.0 means a 100% yield; for example, 0.34 means a 34% yield). (1) The reactants are [ClH:1].[CH2:2]([C:7]1[N:8]=[C:9]([NH2:12])[NH:10][CH:11]=1)[CH2:3][CH2:4][C:5]#[CH:6].[N:13]([CH2:16][C:17]1[CH:21]=[CH:20][O:19][CH:18]=1)=[N+:14]=[N-:15]. No catalyst specified. The product is [ClH:1].[O:19]1[CH:20]=[CH:21][C:17]([CH2:16][N:13]2[CH:6]=[C:5]([CH2:4][CH2:3][CH2:2][C:7]3[N:8]=[C:9]([NH2:12])[NH:10][CH:11]=3)[N:15]=[N:14]2)=[CH:18]1. The yield is 0.580. (2) The reactants are [OH:1][CH2:2][C@H:3]([N:5]1[CH2:13][C:12]2[C:7](=[CH:8][CH:9]=[CH:10][C:11]=2[N+:14]([O-])=O)[C:6]1=[O:17])[CH3:4]. The catalyst is CO.[Pd]. The product is [NH2:14][C:11]1[CH:10]=[CH:9][CH:8]=[C:7]2[C:12]=1[CH2:13][N:5]([C@H:3]([CH3:4])[CH2:2][OH:1])[C:6]2=[O:17]. The yield is 1.00.